This data is from Forward reaction prediction with 1.9M reactions from USPTO patents (1976-2016). The task is: Predict the product of the given reaction. The product is: [NH2:6][C@H:5]([C:7]([OH:9])=[O:8])[CH2:4][SH:3].[N:18]([O-:20])=[O:19]. Given the reactants N([S:3][CH2:4][C@@H:5]([C:7]([OH:9])=[O:8])[NH2:6])=O.Cl.N[C@H](C(O)=O)CS.[N:18]([O-:20])=[O:19].[Na+], predict the reaction product.